From a dataset of Reaction yield outcomes from USPTO patents with 853,638 reactions. Predict the reaction yield, written as a fraction of the theoretical maximum amount of product (1.0 means a 100% yield; for example, 0.34 means a 34% yield). (1) The reactants are [CH3:1][S:2]([NH2:5])(=[O:4])=[O:3].C(=O)([O-])[O-].[K+].[K+].[Cl:12][C:13]1[C:18]([CH2:19][CH2:20]Cl)=[C:17](Cl)[N:16]=[C:15]([N:23]2[CH2:28][CH2:27][O:26][CH2:25][CH2:24]2)[N:14]=1.O. The catalyst is CN1C(=O)CCC1. The product is [Cl:12][C:13]1[C:18]2[CH2:19][CH2:20][N:5]([S:2]([CH3:1])(=[O:4])=[O:3])[C:17]=2[N:16]=[C:15]([N:23]2[CH2:28][CH2:27][O:26][CH2:25][CH2:24]2)[N:14]=1. The yield is 0.670. (2) The reactants are [F:1][CH2:2][CH2:3][O:4][CH2:5][CH2:6][OH:7].[C:8]1([CH3:18])[CH:13]=[CH:12][C:11]([S:14](Cl)(=[O:16])=[O:15])=[CH:10][CH:9]=1. The catalyst is CN(C1C=CN=CC=1)C.ClCCl. The product is [CH3:18][C:8]1[CH:13]=[CH:12][C:11]([S:14]([O:7][CH2:6][CH2:5][O:4][CH2:3][CH2:2][F:1])(=[O:16])=[O:15])=[CH:10][CH:9]=1. The yield is 0.270. (3) The reactants are [C:1](#[N:5])[CH2:2][C:3]#[N:4].[CH3:6][O:7][C:8](OC)(OC)[CH2:9][CH3:10]. No catalyst specified. The product is [CH3:6][O:7][C:8](=[C:2]([C:1]#[N:5])[C:3]#[N:4])[CH2:9][CH3:10]. The yield is 0.930. (4) The reactants are [O:1]1[C:5]2[CH:6]=[CH:7][C:8]([C:10]3([C:13]([OH:15])=O)[CH2:12][CH2:11]3)=[CH:9][C:4]=2[O:3][CH2:2]1.C(Cl)(C(Cl)=O)=O.[NH2:22][C:23]1[S:24][C:25]([C@H:28]([C:36]2[CH:41]=[CH:40][C:39]([F:42])=[CH:38][C:37]=2[Cl:43])[NH:29][S@@:30]([C:32]([CH3:35])([CH3:34])[CH3:33])=[O:31])=[CH:26][N:27]=1.CCN(CC)CC. The catalyst is CN(C=O)C.C(Cl)Cl. The product is [O:1]1[C:5]2[CH:6]=[CH:7][C:8]([C:10]3([C:13]([NH:22][C:23]4[S:24][C:25]([C@H:28]([C:36]5[CH:41]=[CH:40][C:39]([F:42])=[CH:38][C:37]=5[Cl:43])[NH:29][S@@:30]([C:32]([CH3:35])([CH3:34])[CH3:33])=[O:31])=[CH:26][N:27]=4)=[O:15])[CH2:11][CH2:12]3)=[CH:9][C:4]=2[O:3][CH2:2]1. The yield is 0.690. (5) The reactants are [NH2:1][C:2]1[C:7]([C:8]2[N:17]([C:18]3[CH:23]=[CH:22][C:21]([C:24]4([NH:28][C:29](=[O:35])[O:30][C:31]([CH3:34])([CH3:33])[CH3:32])[CH2:27][CH2:26][CH2:25]4)=[CH:20][CH:19]=3)[C:11]3=[N:12][C:13](Cl)=[CH:14][CH:15]=[C:10]3[N:9]=2)=[CH:6][CH:5]=[CH:4][N:3]=1.CC1(C)C(C)(C)OB([C:44]2[CH:45]=[C:46]([N:50]3[CH2:56][CH:55]4[O:57][CH:52]([CH2:53][CH2:54]4)[CH2:51]3)[CH:47]=[CH:48][CH:49]=2)O1.[OH-].[Na+]. The catalyst is CN(C=O)C.CCOC(C)=O.CC(P(C(C)(C)C)C1C=CC(N(C)C)=CC=1)(C)C.CC(P(C(C)(C)C)C1C=CC(N(C)C)=CC=1)(C)C.Cl[Pd]Cl. The product is [NH2:1][C:2]1[C:7]([C:8]2[N:17]([C:18]3[CH:23]=[CH:22][C:21]([C:24]4([NH:28][C:29](=[O:35])[O:30][C:31]([CH3:34])([CH3:33])[CH3:32])[CH2:27][CH2:26][CH2:25]4)=[CH:20][CH:19]=3)[C:11]3=[N:12][C:13]([C:48]4[CH:49]=[CH:44][CH:45]=[C:46]([N:50]5[CH2:56][CH:55]6[O:57][CH:52]([CH2:53][CH2:54]6)[CH2:51]5)[CH:47]=4)=[CH:14][CH:15]=[C:10]3[N:9]=2)=[CH:6][CH:5]=[CH:4][N:3]=1. The yield is 0.947. (6) The reactants are Br[C:2]1[C:11]2[C:6](=[CH:7][CH:8]=[C:9]([O:12][CH3:13])[N:10]=2)[N:5]=[CH:4][C:3]=1[NH2:14].C(=O)(O)[O-].[Na+]. The catalyst is CO.[Pd]. The product is [CH3:13][O:12][C:9]1[N:10]=[C:11]2[C:6](=[CH:7][CH:8]=1)[N:5]=[CH:4][C:3]([NH2:14])=[CH:2]2. The yield is 0.600.